This data is from Reaction yield outcomes from USPTO patents with 853,638 reactions. The task is: Predict the reaction yield, written as a fraction of the theoretical maximum amount of product (1.0 means a 100% yield; for example, 0.34 means a 34% yield). (1) The reactants are [F:1][C:2]1[CH:9]=[CH:8][C:5]([CH:6]=[O:7])=[CH:4][C:3]=1[O:10][CH3:11].[Br-:12].[K+].BrBr. The catalyst is O. The product is [Br:12][C:8]1[CH:9]=[C:2]([F:1])[C:3]([O:10][CH3:11])=[CH:4][C:5]=1[CH:6]=[O:7]. The yield is 0.920. (2) The reactants are C([O:4][C@H:5]1[CH2:9][N:8]([C:10]([O:12][C:13]([CH3:16])([CH3:15])[CH3:14])=[O:11])[C@@H:7]([C@@H:17]([O:38][Si:39]([C:42]([CH3:45])([CH3:44])[CH3:43])([CH3:41])[CH3:40])[C@@H:18]([C:28]([O:30][CH2:31][C:32]2[CH:37]=[CH:36][CH:35]=[CH:34][CH:33]=2)=[O:29])[CH2:19][C:20]2[CH:25]=[C:24]([F:26])[CH:23]=[C:22]([F:27])[CH:21]=2)[CH2:6]1)C=C.C1N2CCN(CC2)C1.[OH-].[Na+].[O-][Mn](=O)(=O)=O.[K+]. The catalyst is O.CCO.CCOC(C)=O.CCCCCC.CO. The product is [CH2:31]([O:30][C:28]([C@@H:18]([CH2:19][C:20]1[CH:25]=[C:24]([F:26])[CH:23]=[C:22]([F:27])[CH:21]=1)[C@@H:17]([C@H:7]1[CH2:6][C@@H:5]([OH:4])[CH2:9][N:8]1[C:10]([O:12][C:13]([CH3:14])([CH3:15])[CH3:16])=[O:11])[O:38][Si:39]([C:42]([CH3:45])([CH3:44])[CH3:43])([CH3:41])[CH3:40])=[O:29])[C:32]1[CH:37]=[CH:36][CH:35]=[CH:34][CH:33]=1. The yield is 0.770. (3) The reactants are [NH2:1][C:2]1[S:3][C:4]2[CH:10]=[C:9]([O:11][S:12]([C:15]3[CH:20]=[CH:19][C:18]([F:21])=[CH:17][CH:16]=3)(=[O:14])=[O:13])[CH:8]=[CH:7][C:5]=2[N:6]=1.[CH:22]1([C:27](O)=[O:28])[CH2:26][CH2:25][CH2:24][CH2:23]1.CN(C(ON1N=NC2C=CC=CC1=2)=[N+](C)C)C.F[P-](F)(F)(F)(F)F.C(NC(C)C)(C)C. The catalyst is CN(C)C=O.C(OCC)(=O)C.O. The product is [CH:22]1([C:27]([NH:1][C:2]2[S:3][C:4]3[CH:10]=[C:9]([O:11][S:12]([C:15]4[CH:20]=[CH:19][C:18]([F:21])=[CH:17][CH:16]=4)(=[O:13])=[O:14])[CH:8]=[CH:7][C:5]=3[N:6]=2)=[O:28])[CH2:26][CH2:25][CH2:24][CH2:23]1. The yield is 0.680. (4) The reactants are [OH:1][CH2:2][C:3]1[CH:12]=[CH:11][C:6]([C:7]([O:9][CH3:10])=O)=[CH:5][CH:4]=1.[NH2:13][C@H:14](CO)[CH:15]([CH3:17])[CH3:16]. The catalyst is ClC1C=CC=CC=1. The product is [CH:15]([C@H:14]1[CH2:10][O:9][C:7]([C:6]2[CH:11]=[CH:12][C:3]([CH2:2][OH:1])=[CH:4][CH:5]=2)=[N:13]1)([CH3:17])[CH3:16]. The yield is 0.660. (5) The reactants are [OH:1][C:2]([CH3:18])([CH3:17])[CH2:3][N:4]1[CH2:9][CH2:8][N:7](C(OC(C)(C)C)=O)[CH2:6][CH2:5]1.C(O)(C(F)(F)F)=O. The catalyst is C(Cl)Cl. The product is [CH3:18][C:2]([OH:1])([CH3:17])[CH2:3][N:4]1[CH2:5][CH2:6][NH:7][CH2:8][CH2:9]1. The yield is 0.600. (6) The reactants are [CH3:1]/[C:2](/[CH2:6][CH2:7]/[CH:8]=[C:9](\[CH3:16])/[CH2:10][CH2:11][CH:12]=[C:13]([CH3:15])[CH3:14])=[CH:3]\[CH2:4][OH:5].CC(C)[O-].[Al+3].CC(C)[O-].CC(C)[O-].FC1C=CC=CC=1C=O.Cl. The catalyst is C1CCCCC1.CCCCCC. The product is [CH3:1]/[C:2](/[CH2:6][CH2:7]/[CH:8]=[C:9](\[CH3:16])/[CH2:10][CH2:11][CH:12]=[C:13]([CH3:15])[CH3:14])=[CH:3]\[CH:4]=[O:5]. The yield is 0.920. (7) The reactants are [CH:1]1([N:6]2[C:14]3[C:9](=[CH:10][C:11]([F:16])=[C:12]([CH3:15])[CH:13]=3)[C:8]([C:17]([O:19][CH3:20])=[O:18])=[C:7]2B(O)O)[CH2:5][CH2:4][CH2:3][CH2:2]1.Cl[C:25]1[N:30]=[CH:29][C:28]([S:31]([NH:34][C@@H:35]([CH3:40])[C:36]([F:39])([F:38])[F:37])(=[O:33])=[O:32])=[CH:27][CH:26]=1.C([O-])([O-])=O.[K+].[K+].C(OCC)(=O)C. The catalyst is C(#N)C. The product is [CH:1]1([N:6]2[C:14]3[C:9](=[CH:10][C:11]([F:16])=[C:12]([CH3:15])[CH:13]=3)[C:8]([C:17]([O:19][CH3:20])=[O:18])=[C:7]2[C:25]2[CH:26]=[CH:27][C:28]([S:31](=[O:33])(=[O:32])[NH:34][C@@H:35]([CH3:40])[C:36]([F:38])([F:37])[F:39])=[CH:29][N:30]=2)[CH2:5][CH2:4][CH2:3][CH2:2]1. The yield is 0.540.